Dataset: Forward reaction prediction with 1.9M reactions from USPTO patents (1976-2016). Task: Predict the product of the given reaction. (1) Given the reactants [NH2:1][C:2]1[N:7]=[CH:6][C:5]([NH:8][C:9]([C:11]2[N:12]([CH2:21][C:22]3[CH:27]=[CH:26][CH:25]=[C:24]([F:28])[CH:23]=3)[C:13]3[C:18]([CH:19]=2)=[CH:17][C:16]([F:20])=[CH:15][CH:14]=3)=[O:10])=[CH:4][CH:3]=1.Br[CH:30]([CH3:39])[C:31]([C:33]1[CH:38]=[CH:37][CH:36]=[CH:35][CH:34]=1)=O, predict the reaction product. The product is: [CH3:39][C:30]1[N:7]2[CH:6]=[C:5]([NH:8][C:9]([C:11]3[N:12]([CH2:21][C:22]4[CH:27]=[CH:26][CH:25]=[C:24]([F:28])[CH:23]=4)[C:13]4[C:18]([CH:19]=3)=[CH:17][C:16]([F:20])=[CH:15][CH:14]=4)=[O:10])[CH:4]=[CH:3][C:2]2=[N:1][C:31]=1[C:33]1[CH:38]=[CH:37][CH:36]=[CH:35][CH:34]=1. (2) Given the reactants C([Li])CCC.[CH2:6]([NH:14][C:15](=[O:25])[C:16]1[CH:21]=[CH:20][C:19](Br)=[CH:18][C:17]=1[O:23][CH3:24])[CH2:7][C:8]1[CH:13]=[CH:12][CH:11]=[CH:10]C=1.[B:26](OC(C)C)([O:31]C(C)C)[O:27]C(C)C.Cl, predict the reaction product. The product is: [CH2:6]([NH:14][C:15]([C:16]1[CH:21]=[CH:20][C:19]([B:26]([OH:31])[OH:27])=[CH:18][C:17]=1[O:23][CH3:24])=[O:25])[C:7]1[CH:8]=[CH:13][CH:12]=[CH:11][CH:10]=1. (3) Given the reactants [CH:1]1([C:7]2[C:8]3[CH:30]=[CH:29][CH:28]=[CH:27][C:9]=3[N:10]([CH2:19][C:20]([CH:22]3[CH2:26][CH2:25][CH2:24][CH2:23]3)=[O:21])[C:11](=[O:18])[N:12]([CH2:14][C:15](Cl)=[O:16])[N:13]=2)[CH2:6][CH2:5][CH2:4][CH2:3][CH2:2]1.[NH2:31][C:32]1[CH:33]=[C:34]([C:38]2[NH:39][O:40][C:41](=[O:43])[N:42]=2)[CH:35]=[CH:36][CH:37]=1, predict the reaction product. The product is: [CH:1]1([C:7]2[C:8]3[CH:30]=[CH:29][CH:28]=[CH:27][C:9]=3[N:10]([CH2:19][C:20]([CH:22]3[CH2:26][CH2:25][CH2:24][CH2:23]3)=[O:21])[C:11](=[O:18])[N:12]([CH2:14][C:15]([NH:31][C:32]3[CH:37]=[CH:36][CH:35]=[C:34]([C:38]4[NH:39][O:40][C:41](=[O:43])[N:42]=4)[CH:33]=3)=[O:16])[N:13]=2)[CH2:6][CH2:5][CH2:4][CH2:3][CH2:2]1. (4) Given the reactants [NH2:1][C:2]1[CH:7]=[N:6][C:5](Br)=[CH:4][N:3]=1.[NH:9]1[CH2:13][CH2:12][CH2:11][CH2:10]1, predict the reaction product. The product is: [NH2:1][C:2]1[CH:7]=[N:6][C:5]([N:9]2[CH2:13][CH2:12][CH2:11][CH2:10]2)=[CH:4][N:3]=1. (5) Given the reactants [CH2:1]([O:6][C:7]1[CH:8]=[CH:9][C:10]([O:13][C:14]2[CH:15]=[C:16]([CH:31]=[CH:32][CH:33]=2)[CH:17]=[C:18]2[CH2:23][CH2:22][N:21](C(OC(C)(C)C)=O)[CH2:20][CH2:19]2)=[N:11][CH:12]=1)[CH2:2][CH2:3][C:4]#[CH:5].C(O)(C(F)(F)F)=O, predict the reaction product. The product is: [CH2:1]([O:6][C:7]1[CH:8]=[CH:9][C:10]([O:13][C:14]2[CH:33]=[CH:32][CH:31]=[C:16]([CH:17]=[C:18]3[CH2:23][CH2:22][NH:21][CH2:20][CH2:19]3)[CH:15]=2)=[N:11][CH:12]=1)[CH2:2][CH2:3][C:4]#[CH:5]. (6) Given the reactants [CH2:1]([CH:3]([C:6]1[C:7]2[N:8]([C:13](I)=[C:14]([CH3:16])[N:15]=2)[N:9]=[C:10]([CH3:12])[CH:11]=1)[CH2:4][CH3:5])[CH3:2].[CH3:18][C:19]1[C:23]2[CH:24]=[C:25]([CH3:28])[CH:26]=[CH:27][C:22]=2[S:21][C:20]=1B(O)O.C1(P(C2C=CC=CC=2)C2C=CC=CC=2)C=CC=CC=1.[OH-].[Ba+2].[OH-], predict the reaction product. The product is: [CH2:1]([CH:3]([C:6]1[C:7]2[N:8]([C:13]([C:20]3[S:21][C:22]4[CH:27]=[CH:26][C:25]([CH3:28])=[CH:24][C:23]=4[C:19]=3[CH3:18])=[C:14]([CH3:16])[N:15]=2)[N:9]=[C:10]([CH3:12])[CH:11]=1)[CH2:4][CH3:5])[CH3:2]. (7) Given the reactants [NH2:1][CH:2]1[CH2:7][CH2:6][N:5]([CH2:8][CH2:9][N:10]2[C:19]3[C:14](=[CH:15][CH:16]=[C:17]([O:20][CH3:21])[CH:18]=3)[N:13]=[CH:12][C:11]2=[O:22])[CH2:4][CH2:3]1.[O:23]=[C:24]1[CH2:33][CH2:32][C:31]2[C:26](=[CH:27][C:28]([CH:34]=O)=[CH:29][CH:30]=2)[NH:25]1.C(O[BH-](OC(=O)C)OC(=O)C)(=O)C.[Na+].C(=O)([O-])O.[Na+], predict the reaction product. The product is: [CH3:21][O:20][C:17]1[CH:18]=[C:19]2[C:14]([N:13]=[CH:12][C:11](=[O:22])[N:10]2[CH2:9][CH2:8][N:5]2[CH2:4][CH2:3][CH:2]([NH:1][CH2:34][C:28]3[CH:27]=[C:26]4[C:31]([CH2:32][CH2:33][C:24](=[O:23])[NH:25]4)=[CH:30][CH:29]=3)[CH2:7][CH2:6]2)=[CH:15][CH:16]=1. (8) The product is: [F:19][C:20]1[CH:28]=[CH:27][C:23]([C:24]([N:15]2[CH2:16][CH2:17][CH2:18][C@H:13]([C:10]3[N:9]=[C:8]([C:5]4[NH:6][CH:7]=[C:3]([F:2])[CH:4]=4)[O:12][N:11]=3)[CH2:14]2)=[O:25])=[CH:22][CH:21]=1. Given the reactants Cl.[F:2][C:3]1[CH:4]=[C:5]([C:8]2[O:12][N:11]=[C:10]([C@H:13]3[CH2:18][CH2:17][CH2:16][NH:15][CH2:14]3)[N:9]=2)[NH:6][CH:7]=1.[F:19][C:20]1[CH:28]=[CH:27][C:23]([C:24](Cl)=[O:25])=[CH:22][CH:21]=1, predict the reaction product.